Dataset: NCI-60 drug combinations with 297,098 pairs across 59 cell lines. Task: Regression. Given two drug SMILES strings and cell line genomic features, predict the synergy score measuring deviation from expected non-interaction effect. (1) Drug 1: COC1=C2C(=CC3=C1OC=C3)C=CC(=O)O2. Drug 2: B(C(CC(C)C)NC(=O)C(CC1=CC=CC=C1)NC(=O)C2=NC=CN=C2)(O)O. Cell line: NCIH23. Synergy scores: CSS=31.7, Synergy_ZIP=7.48, Synergy_Bliss=-2.08, Synergy_Loewe=-53.3, Synergy_HSA=-6.42. (2) Drug 1: COC1=C(C=C2C(=C1)N=CN=C2NC3=CC(=C(C=C3)F)Cl)OCCCN4CCOCC4. Drug 2: C1=CC=C(C(=C1)C(C2=CC=C(C=C2)Cl)C(Cl)Cl)Cl. Cell line: SK-OV-3. Synergy scores: CSS=41.9, Synergy_ZIP=-3.25, Synergy_Bliss=2.06, Synergy_Loewe=-16.7, Synergy_HSA=2.62. (3) Drug 1: CN(C)C1=NC(=NC(=N1)N(C)C)N(C)C. Drug 2: C1CN(CCN1C(=O)CCBr)C(=O)CCBr. Cell line: NCI-H322M. Synergy scores: CSS=-3.62, Synergy_ZIP=0.148, Synergy_Bliss=-4.19, Synergy_Loewe=-7.34, Synergy_HSA=-7.34. (4) Drug 1: CCC1=CC2CC(C3=C(CN(C2)C1)C4=CC=CC=C4N3)(C5=C(C=C6C(=C5)C78CCN9C7C(C=CC9)(C(C(C8N6C)(C(=O)OC)O)OC(=O)C)CC)OC)C(=O)OC.C(C(C(=O)O)O)(C(=O)O)O. Drug 2: C(CCl)NC(=O)N(CCCl)N=O. Cell line: IGROV1. Synergy scores: CSS=30.5, Synergy_ZIP=-8.75, Synergy_Bliss=-4.12, Synergy_Loewe=-14.2, Synergy_HSA=-2.38.